From a dataset of Peptide-MHC class I binding affinity with 185,985 pairs from IEDB/IMGT. Regression. Given a peptide amino acid sequence and an MHC pseudo amino acid sequence, predict their binding affinity value. This is MHC class I binding data. The peptide sequence is YSYKAFIKYPE. The MHC is Mamu-A01 with pseudo-sequence Mamu-A01. The binding affinity (normalized) is 0.217.